Dataset: Reaction yield outcomes from USPTO patents with 853,638 reactions. Task: Predict the reaction yield, written as a fraction of the theoretical maximum amount of product (1.0 means a 100% yield; for example, 0.34 means a 34% yield). The reactants are C(Cl)(=[O:3])C.[CH2:5]([O:7][C:8]([C:10]1[CH:28]=[C:13]2[C:14](=[O:27])[N:15]([CH2:18][C:19]3[CH:24]=[CH:23][C:22]([O:25][CH3:26])=[CH:21][CH:20]=3)[CH2:16][CH2:17][N:12]2[N:11]=1)=O)[CH3:6].C([O-])([O-])=O.[Na+].[Na+]. The catalyst is CN(C1C=CN=CC=1)C.C(Cl)Cl.C(Cl)(=O)C. The product is [CH3:26][O:25][C:22]1[CH:23]=[CH:24][C:19]([CH2:18][N:15]2[CH2:16][CH2:17][N:12]3[N:11]=[C:10]([CH2:8][O:7][C:5](=[O:3])[CH3:6])[CH:28]=[C:13]3[C:14]2=[O:27])=[CH:20][CH:21]=1. The yield is 0.860.